This data is from Catalyst prediction with 721,799 reactions and 888 catalyst types from USPTO. The task is: Predict which catalyst facilitates the given reaction. (1) Reactant: [C:1]([NH:5][S:6]([CH:9]1[CH2:11][CH2:10]1)(=[O:8])=[O:7])([CH3:4])([CH3:3])[CH3:2].[Li][CH2:13]CCC.IC. Product: [C:1]([NH:5][S:6]([C:9]1([CH3:13])[CH2:11][CH2:10]1)(=[O:8])=[O:7])([CH3:4])([CH3:2])[CH3:3]. The catalyst class is: 1. (2) Reactant: [CH3:1][Mg]Cl.[CH2:4]([O:9][C:10]1[CH:23]=[CH:22][C:21]2[O:20][C:19]3[C:14](=[CH:15][C:16]([C:24]4[CH:25]=[N:26][CH:27]=[N:28][CH:29]=4)=[CH:17][CH:18]=3)[C:13](=[O:30])[C:12]=2[CH:11]=1)[C:5]([CH3:8])([CH3:7])[CH3:6]. Product: [CH3:1][C:13]1([OH:30])[C:12]2[CH:11]=[C:10]([O:9][CH2:4][C:5]([CH3:8])([CH3:7])[CH3:6])[CH:23]=[CH:22][C:21]=2[O:20][C:19]2[C:14]1=[CH:15][C:16]([C:24]1[CH:25]=[N:26][CH:27]=[N:28][CH:29]=1)=[CH:17][CH:18]=2. The catalyst class is: 1. (3) Reactant: [O:1]([C:8]1[CH:38]=[CH:37][CH:36]=[CH:35][C:9]=1[C:10]([NH:12][C:13]1[CH:34]=[CH:33][C:16]2[N:17]([CH:20]([C:27]3[CH:32]=[CH:31][CH:30]=[CH:29][CH:28]=3)[CH2:21][C:22]([O:24]CC)=[O:23])[CH:18]=[N:19][C:15]=2[CH:14]=1)=[O:11])[C:2]1[CH:7]=[CH:6][CH:5]=[CH:4][CH:3]=1.C(#N)C. Product: [O:1]([C:8]1[CH:38]=[CH:37][CH:36]=[CH:35][C:9]=1[C:10]([NH:12][C:13]1[CH:34]=[CH:33][C:16]2[N:17]([CH:20]([C:27]3[CH:28]=[CH:29][CH:30]=[CH:31][CH:32]=3)[CH2:21][C:22]([OH:24])=[O:23])[CH:18]=[N:19][C:15]=2[CH:14]=1)=[O:11])[C:2]1[CH:3]=[CH:4][CH:5]=[CH:6][CH:7]=1. The catalyst class is: 33.